From a dataset of NCI-60 drug combinations with 297,098 pairs across 59 cell lines. Regression. Given two drug SMILES strings and cell line genomic features, predict the synergy score measuring deviation from expected non-interaction effect. (1) Drug 1: CN1C2=C(C=C(C=C2)N(CCCl)CCCl)N=C1CCCC(=O)O.Cl. Drug 2: CC1C(C(CC(O1)OC2CC(CC3=C2C(=C4C(=C3O)C(=O)C5=C(C4=O)C(=CC=C5)OC)O)(C(=O)CO)O)N)O.Cl. Cell line: NCI-H322M. Synergy scores: CSS=17.2, Synergy_ZIP=-0.560, Synergy_Bliss=0.360, Synergy_Loewe=-12.1, Synergy_HSA=-0.619. (2) Drug 1: C1CN1C2=NC(=NC(=N2)N3CC3)N4CC4. Drug 2: CC1OCC2C(O1)C(C(C(O2)OC3C4COC(=O)C4C(C5=CC6=C(C=C35)OCO6)C7=CC(=C(C(=C7)OC)O)OC)O)O. Cell line: SW-620. Synergy scores: CSS=46.7, Synergy_ZIP=-6.54, Synergy_Bliss=-6.84, Synergy_Loewe=0.530, Synergy_HSA=2.71. (3) Drug 1: CN1CCC(CC1)COC2=C(C=C3C(=C2)N=CN=C3NC4=C(C=C(C=C4)Br)F)OC. Drug 2: C1C(C(OC1N2C=NC(=NC2=O)N)CO)O. Cell line: SK-MEL-28. Synergy scores: CSS=-3.30, Synergy_ZIP=0.307, Synergy_Bliss=0.0744, Synergy_Loewe=-6.71, Synergy_HSA=-4.77. (4) Synergy scores: CSS=2.26, Synergy_ZIP=-2.89, Synergy_Bliss=-0.270, Synergy_Loewe=-2.02, Synergy_HSA=-1.24. Drug 2: CN1C2=C(C=C(C=C2)N(CCCl)CCCl)N=C1CCCC(=O)O.Cl. Drug 1: C1CN1C2=NC(=NC(=N2)N3CC3)N4CC4. Cell line: MALME-3M. (5) Drug 1: C1=CC(=CC=C1CC(C(=O)O)N)N(CCCl)CCCl.Cl. Drug 2: CC(C)CN1C=NC2=C1C3=CC=CC=C3N=C2N. Cell line: SF-539. Synergy scores: CSS=8.31, Synergy_ZIP=-4.38, Synergy_Bliss=-2.30, Synergy_Loewe=-5.92, Synergy_HSA=-5.33. (6) Drug 1: CCC1(CC2CC(C3=C(CCN(C2)C1)C4=CC=CC=C4N3)(C5=C(C=C6C(=C5)C78CCN9C7C(C=CC9)(C(C(C8N6C)(C(=O)OC)O)OC(=O)C)CC)OC)C(=O)OC)O.OS(=O)(=O)O. Drug 2: C#CCC(CC1=CN=C2C(=N1)C(=NC(=N2)N)N)C3=CC=C(C=C3)C(=O)NC(CCC(=O)O)C(=O)O. Synergy scores: CSS=2.24, Synergy_ZIP=-0.981, Synergy_Bliss=-3.27, Synergy_Loewe=-1.12, Synergy_HSA=-3.49. Cell line: OVCAR3.